From a dataset of Reaction yield outcomes from USPTO patents with 853,638 reactions. Predict the reaction yield, written as a fraction of the theoretical maximum amount of product (1.0 means a 100% yield; for example, 0.34 means a 34% yield). The reactants are [C:1]([C:5]1[CH:6]=[C:7]([CH:25]=[C:26]([C:28]([CH3:31])([CH3:30])[CH3:29])[CH:27]=1)[CH2:8][C@H:9]1[CH2:14][C@@H:13]([C:15]2[O:19][NH:18][C:17](=[O:20])[CH:16]=2)[CH2:12][CH2:11][N:10]1C(OC)=O)([CH3:4])([CH3:3])[CH3:2].C(O)(=O)C. The catalyst is Br. The product is [C:28]([C:26]1[CH:25]=[C:7]([CH:6]=[C:5]([C:1]([CH3:4])([CH3:3])[CH3:2])[CH:27]=1)[CH2:8][C@H:9]1[CH2:14][C@@H:13]([C:15]2[O:19][NH:18][C:17](=[O:20])[CH:16]=2)[CH2:12][CH2:11][NH:10]1)([CH3:30])([CH3:31])[CH3:29]. The yield is 0.660.